This data is from Forward reaction prediction with 1.9M reactions from USPTO patents (1976-2016). The task is: Predict the product of the given reaction. (1) Given the reactants [F:1][C:2]1[CH:7]=[CH:6][CH:5]=[CH:4][C:3]=1[N:8]1[C:12]2[CH:13]=[CH:14][CH:15]=[CH:16][C:11]=2[NH:10][S:9]1(=[O:18])=[O:17].C(=O)([O-])[O-].[Cs+].[Cs+].[Br:25][CH2:26][C:27]1[CH:32]=[CH:31][CH:30]=[C:29]([CH2:33]Br)[CH:28]=1, predict the reaction product. The product is: [Br:25][CH2:26][C:27]1[CH:28]=[C:29]([CH:30]=[CH:31][CH:32]=1)[CH2:33][N:10]1[C:11]2[CH:16]=[CH:15][CH:14]=[CH:13][C:12]=2[N:8]([C:3]2[CH:4]=[CH:5][CH:6]=[CH:7][C:2]=2[F:1])[S:9]1(=[O:18])=[O:17]. (2) Given the reactants [Cl:1][C:2]1[C:3]([C:8]2([CH3:15])[CH2:13][CH2:12][C:11](=[O:14])[CH:10]=[CH:9]2)=[N:4][CH:5]=[CH:6][CH:7]=1.[H][H], predict the reaction product. The product is: [Cl:1][C:2]1[C:3]([C:8]2([CH3:15])[CH2:9][CH2:10][C:11](=[O:14])[CH2:12][CH2:13]2)=[N:4][CH:5]=[CH:6][CH:7]=1. (3) Given the reactants [F:1][CH:2]([F:30])[O:3][C:4]1[C:9]2[O:10][C:11]3([O:17][C:8]=2[C:7]([C:18](OC2C=CC([N+]([O-])=O)=CC=2)=[O:19])=[CH:6][CH:5]=1)[CH2:16][CH2:15][S:14][CH2:13][CH2:12]3.[Cl:31][C:32]1[CH:33]=[N:34][CH:35]=[C:36]([Cl:39])[C:37]=1[NH2:38].[H-].[Na+].CCOC(C)=O, predict the reaction product. The product is: [Cl:31][C:32]1[CH:33]=[N:34][CH:35]=[C:36]([Cl:39])[C:37]=1[NH:38][C:18]([C:7]1[C:8]2[O:17][C:11]3([CH2:16][CH2:15][S:14][CH2:13][CH2:12]3)[O:10][C:9]=2[C:4]([O:3][CH:2]([F:30])[F:1])=[CH:5][CH:6]=1)=[O:19]. (4) Given the reactants [CH2:1]([N:3]([CH:29]1[CH2:34][CH2:33][O:32][CH2:31][CH2:30]1)[C:4]1[C:9]2[CH2:10][CH:11]=[CH:12][CH2:13][CH2:14][CH2:15][C:16]3[CH:25]=[C:24]([CH3:26])[CH:23]=[C:22]([O:27]C)[C:17]=3[CH2:18][NH:19][C:20](=[O:21])[C:8]=2[CH:7]=[N:6][CH:5]=1)[CH3:2].Cl, predict the reaction product. The product is: [CH2:1]([N:3]([CH:29]1[CH2:30][CH2:31][O:32][CH2:33][CH2:34]1)[C:4]1[C:9]2[CH2:10][CH:11]=[CH:12][CH2:13][CH2:14][CH2:15][C:16]3[CH:25]=[C:24]([CH3:26])[CH2:23][C:22](=[O:27])[C:17]=3[CH2:18][NH:19][C:20](=[O:21])[C:8]=2[CH:7]=[N:6][CH:5]=1)[CH3:2]. (5) Given the reactants C(OC(=O)[NH:7][CH:8]([C:10](=[O:34])[NH:11][CH:12]([C:16]([N:18]1[CH2:22][CH2:21][CH2:20][CH:19]1[CH2:23][C:24]1[C:28]2[CH:29]=[C:30]([OH:33])[CH:31]=[CH:32][C:27]=2[O:26][CH:25]=1)=[O:17])[CH:13]([CH3:15])[CH3:14])[CH3:9])(C)(C)C.C(O)(C(F)(F)F)=O, predict the reaction product. The product is: [NH2:7][CH:8]([CH3:9])[C:10]([NH:11][CH:12]([C:16]([N:18]1[CH2:22][CH2:21][CH2:20][CH:19]1[CH2:23][C:24]1[C:28]2[CH:29]=[C:30]([OH:33])[CH:31]=[CH:32][C:27]=2[O:26][CH:25]=1)=[O:17])[CH:13]([CH3:15])[CH3:14])=[O:34]. (6) Given the reactants Cl.[Br:2][C:3]1[CH:4]=[C:5]([C:9]([NH:11][CH:12]2[CH2:17][CH2:16][NH:15][CH2:14][CH2:13]2)=[O:10])[NH:6][C:7]=1[CH3:8].C(=O)(O)[O-].[Na+].Br[C:24]1[S:25][CH:26]=[C:27]([C:29]([O:31][CH2:32][CH3:33])=[O:30])[N:28]=1, predict the reaction product. The product is: [Br:2][C:3]1[CH:4]=[C:5]([C:9]([NH:11][CH:12]2[CH2:13][CH2:14][N:15]([C:24]3[S:25][CH:26]=[C:27]([C:29]([O:31][CH2:32][CH3:33])=[O:30])[N:28]=3)[CH2:16][CH2:17]2)=[O:10])[NH:6][C:7]=1[CH3:8]. (7) Given the reactants [Br:1][C:2]1[CH:3]=[C:4]([CH:8]=[C:9](O)[C:10]=1[F:11])[C:5]([OH:7])=[O:6].[C:13]([O-])([O-])=O.[K+].[K+].IC.O.CN([CH:25]=[O:26])C, predict the reaction product. The product is: [Br:1][C:2]1[CH:3]=[C:4]([CH:8]=[C:9]([O:26][CH3:25])[C:10]=1[F:11])[C:5]([O:7][CH3:13])=[O:6]. (8) Given the reactants [Cl:1][C:2]1[CH:3]=[CH:4][C:5]2[O:9][C:8]([C:10]3[CH:19]=[CH:18][C:17]4[C:12](=[CH:13][CH:14]=[C:15]([O:20][CH3:21])[CH:16]=4)[CH:11]=3)=[CH:7][C:6]=2[CH:22]=1.[C:23](Cl)(=[O:28])[CH2:24][CH2:25][CH2:26][CH3:27].[Sn](Cl)(Cl)(Cl)Cl, predict the reaction product. The product is: [Cl:1][C:2]1[CH:3]=[CH:4][C:5]2[O:9][C:8]([C:10]3[CH:19]=[CH:18][C:17]4[C:12](=[CH:13][CH:14]=[C:15]([O:20][CH3:21])[CH:16]=4)[CH:11]=3)=[C:7]([C:23](=[O:28])[CH2:24][CH2:25][CH2:26][CH3:27])[C:6]=2[CH:22]=1.